Dataset: KCNQ2 potassium channel screen with 302,405 compounds. Task: Binary Classification. Given a drug SMILES string, predict its activity (active/inactive) in a high-throughput screening assay against a specified biological target. (1) The molecule is O1C(C(CCC1C(C)C([O-])=O)C)\C(=C\C=C/C1C(C2C(CCC2)C=C1)C(=O)c1[nH]ccc1)CC. The result is 1 (active). (2) The molecule is FC(F)(F)C(=O)C=1CCCC1NNC(=O)c1c(O)c(ccc1)C. The result is 1 (active). (3) The drug is s1cc(CN2CCC(N3CCC(CC3)C(=O)N3CCCC3)CC2)cc1C(=O)C. The result is 0 (inactive). (4) The molecule is O(Cc1n(c2c(n1)cccc2)CC)c1ccc(OC)cc1. The result is 0 (inactive). (5) The result is 0 (inactive). The molecule is OCC1(CCN(CC1)C(=O)C#CC)CCc1ccccc1.